From a dataset of Full USPTO retrosynthesis dataset with 1.9M reactions from patents (1976-2016). Predict the reactants needed to synthesize the given product. (1) Given the product [O:7]=[C:5]([C:8]1[N:9]=[C:10]([C:14]([O:16][CH3:17])=[O:15])[CH:11]=[CH:12][CH:13]=1)[C:20]#[C:19][C:18]1[CH:23]=[CH:22][S:1][CH:24]=1, predict the reactants needed to synthesize it. The reactants are: [S:1](Cl)(Cl)=O.[C:5]([C:8]1[CH:13]=[CH:12][CH:11]=[C:10]([C:14]([O:16][CH3:17])=[O:15])[N:9]=1)([OH:7])=O.[C:18]1([CH3:24])[CH:23]=[CH:22]C=[CH:20][CH:19]=1. (2) Given the product [CH2:1]([O:3][C:4](=[O:15])[C:5]([OH:14])([C:10]([F:13])([F:12])[F:11])[CH2:6][C:7]([C:25]1[CH:26]=[C:21]([F:20])[CH:22]=[CH:23][C:24]=1[O:27][CH3:28])([CH3:9])[CH3:8])[CH3:2], predict the reactants needed to synthesize it. The reactants are: [CH2:1]([O:3][C:4](=[O:15])[C:5]([OH:14])([C:10]([F:13])([F:12])[F:11])[CH2:6][C:7]([CH3:9])=[CH2:8])[CH3:2].[Cl-].[Al+3].[Cl-].[Cl-].[F:20][C:21]1[CH:26]=[CH:25][C:24]([O:27][CH3:28])=[CH:23][CH:22]=1. (3) Given the product [N:32]1([CH2:38][CH:39]2[N:41]=[N:42][C:4]([C:6]3[CH:7]=[C:8]4[C:12](=[CH:13][CH:14]=3)[NH:11][N:10]=[C:9]4[C:15]3[N:16]=[CH:17][C:18]4[C:23]([CH:24]=3)=[CH:22][CH:21]=[CH:20][CH:19]=4)=[N:5]2)[CH2:37][CH2:36][O:35][CH2:34][CH2:33]1, predict the reactants needed to synthesize it. The reactants are: C(O[C:4]([C:6]1[CH:7]=[C:8]2[C:12](=[CH:13][CH:14]=1)[NH:11][N:10]=[C:9]2[C:15]1[N:16]=[CH:17][C:18]2[C:23]([CH:24]=1)=[CH:22][CH:21]=[CH:20][CH:19]=2)=[NH:5])C.C(N(CC)CC)C.[N:32]1([CH2:38][C:39]([NH:41][NH2:42])=O)[CH2:37][CH2:36][O:35][CH2:34][CH2:33]1. (4) Given the product [CH:5]1[C:6]2[C:19](=[CH:18][C:17]3[C:8]([CH:7]=2)=[CH:9][C:10]2[C:15](=[CH:14][CH:13]=[CH:12][CH:11]=2)[CH:16]=3)[CH:20]=[CH:21][C:4]=1[C:27]1[S:31][C:30]([C:32]2[S:33][CH:34]=[CH:35][CH:36]=2)=[CH:29][CH:28]=1, predict the reactants needed to synthesize it. The reactants are: [F-].[Cs+].Cl[C:4]1[CH:21]=[CH:20][C:19]2[C:6](=[CH:7][C:8]3[C:17]([CH:18]=2)=[CH:16][C:15]2[C:10](=[CH:11][CH:12]=[CH:13][CH:14]=2)[CH:9]=3)[CH:5]=1.C([Sn](CCCC)(CCCC)[C:27]1[S:31][C:30]([C:32]2[S:33][CH:34]=[CH:35][CH:36]=2)=[CH:29][CH:28]=1)CCC.P(C(C)(C)C)(C(C)(C)C)C(C)(C)C.